This data is from TCR-epitope binding with 47,182 pairs between 192 epitopes and 23,139 TCRs. The task is: Binary Classification. Given a T-cell receptor sequence (or CDR3 region) and an epitope sequence, predict whether binding occurs between them. (1) The epitope is ELAGIGILTV. The TCR CDR3 sequence is CASSYSFTEATYEQYF. Result: 1 (the TCR binds to the epitope). (2) The epitope is VLAWLYAAV. The TCR CDR3 sequence is CASSYSLQGTVLNTEAFF. Result: 0 (the TCR does not bind to the epitope). (3) The epitope is RLRPGGKKR. The TCR CDR3 sequence is CASYWGLAVNEQFF. Result: 0 (the TCR does not bind to the epitope). (4) The epitope is FLNGSCGSV. The TCR CDR3 sequence is CASSQDLGLPQHF. Result: 1 (the TCR binds to the epitope).